This data is from Reaction yield outcomes from USPTO patents with 853,638 reactions. The task is: Predict the reaction yield, written as a fraction of the theoretical maximum amount of product (1.0 means a 100% yield; for example, 0.34 means a 34% yield). The reactants are Br[C:2]1[CH:3]=[C:4]([CH:7]=[CH:8][C:9]=1[F:10])[C:5]#[N:6].[F:11][C:12]1[CH:17]=[CH:16][C:15]([N+:18]([O-:20])=[O:19])=[CH:14][C:13]=1B1OC(C)(C)C(C)(C)O1. No catalyst specified. The product is [F:10][C:9]1[C:2]([C:13]2[CH:14]=[C:15]([N+:18]([O-:20])=[O:19])[CH:16]=[CH:17][C:12]=2[F:11])=[CH:3][C:4]([C:5]#[N:6])=[CH:7][CH:8]=1. The yield is 1.00.